The task is: Predict the product of the given reaction.. This data is from Forward reaction prediction with 1.9M reactions from USPTO patents (1976-2016). Given the reactants [Cl:1][C:2]1[CH:3]=[C:4]([CH2:9][N:10]2[C:14]([CH3:15])=[C:13]([C:16]([NH:18][C:19]3[S:20][C:21]([C:25]([O:27]CC)=[O:26])=[C:22]([CH3:24])[N:23]=3)=[O:17])[N:12]=[N:11]2)[CH:5]=[CH:6][C:7]=1[Cl:8].[OH-].[Na+], predict the reaction product. The product is: [Cl:1][C:2]1[CH:3]=[C:4]([CH2:9][N:10]2[C:14]([CH3:15])=[C:13]([C:16]([NH:18][C:19]3[S:20][C:21]([C:25]([OH:27])=[O:26])=[C:22]([CH3:24])[N:23]=3)=[O:17])[N:12]=[N:11]2)[CH:5]=[CH:6][C:7]=1[Cl:8].